The task is: Token-level Classification. Given an antibody amino acid sequence, predict which amino acid positions are active in antigen binding. Output is a list of indices for active paratope positions.. This data is from Antibody paratope prediction from SAbDab with 1,023 antibody chains. Given the antibody sequence: QIVLTQSPAIMSASLGDRVTMTCTASSSVSSSYLHWYQQKPGSSPKLWIYSTSNLASGVPARFSGSGSGTSYSLTISSMEAEDAATYYCHQFHRSLTFGSGTKLEIK, which amino acid positions are active in antigen binding (paratope)? The paratope positions are: [30].